From a dataset of Forward reaction prediction with 1.9M reactions from USPTO patents (1976-2016). Predict the product of the given reaction. (1) Given the reactants [Cl:1][C:2]1[N:11]=[C:10](Cl)[C:9]2[C:4](=[C:5]([CH3:13])[CH:6]=[CH:7][CH:8]=2)[N:3]=1.[CH2:14]([NH:16][C@H:17]1[CH2:21][CH2:20][NH:19][CH2:18]1)[CH3:15], predict the reaction product. The product is: [Cl:1][C:2]1[N:11]=[C:10]([N:19]2[CH2:20][CH2:21][C@H:17]([NH:16][CH2:14][CH3:15])[CH2:18]2)[C:9]2[C:4](=[C:5]([CH3:13])[CH:6]=[CH:7][CH:8]=2)[N:3]=1. (2) Given the reactants [CH3:1][C:2]1[CH:3]=[C:4]2[CH:10]=[CH:9][N:8]([Si](C(C)C)(C(C)C)C(C)C)[C:5]2=[N:6][CH:7]=1.[F-].O, predict the reaction product. The product is: [CH3:1][C:2]1[CH:3]=[C:4]2[CH:10]=[CH:9][NH:8][C:5]2=[N:6][CH:7]=1. (3) Given the reactants ClC1C=CC(C2C([C@@H](NC(=O)CC3C4C(=CC=C(CNC(=O)OC(C)(C)C)C=4)NC=3)CC3C=C(F)C=C(F)C=3)=NC=CC=2)=CC=1.[C:46]([C:49]1[CH:50]=[C:51]([C:55]2[C:56]([C@@H:61]([NH:71][C:72](=[O:92])[CH2:73][C:74]3[C:82]4[C:77](=[CH:78][C:79]([CH2:83][NH:84]C(=O)OC(C)(C)C)=[CH:80][CH:81]=4)[NH:76][CH:75]=3)[CH2:62][C:63]3[CH:68]=[C:67]([F:69])[CH:66]=[C:65]([F:70])[CH:64]=3)=[N:57][CH:58]=[CH:59][CH:60]=2)[CH:52]=[CH:53][CH:54]=1)(=[O:48])[NH2:47], predict the reaction product. The product is: [NH2:84][CH2:83][C:79]1[CH:78]=[C:77]2[C:82]([C:74]([CH2:73][C:72]([NH:71][C@H:61]([C:56]3[C:55]([C:51]4[CH:50]=[C:49]([CH:54]=[CH:53][CH:52]=4)[C:46]([NH2:47])=[O:48])=[CH:60][CH:59]=[CH:58][N:57]=3)[CH2:62][C:63]3[CH:68]=[C:67]([F:69])[CH:66]=[C:65]([F:70])[CH:64]=3)=[O:92])=[CH:75][NH:76]2)=[CH:81][CH:80]=1. (4) Given the reactants C[O:2][C:3](=[O:38])[CH:4]([N:19]([S:21]([C:24]1[CH:29]=[CH:28][C:27]([C:30]2[CH:35]=[CH:34][C:33](OC)=[CH:32][CH:31]=2)=[CH:26][CH:25]=1)(=[O:23])=[O:22])[CH3:20])[CH:5]1[CH2:10][CH2:9][N:8]([CH2:11][CH2:12][C:13]2[CH:18]=[CH:17][CH:16]=[CH:15][CH:14]=2)[CH2:7][CH2:6]1.[CH3:39][O:40]C1C=CC(C2C=CC(S(N(C(C3CCN(CCC4C=CC=CC=4)CC3)C(O)=O)C)(=O)=O)=CC=2)=CC=1.[OH-].[Na+].Cl, predict the reaction product. The product is: [CH3:39][O:40][C:24]1([S:21]([N:19]([CH:4]([CH:5]2[CH2:6][CH2:7][N:8]([CH2:11][CH2:12][C:13]3[CH:18]=[CH:17][CH:16]=[CH:15][CH:14]=3)[CH2:9][CH2:10]2)[C:3]([OH:2])=[O:38])[CH3:20])(=[O:22])=[O:23])[CH:25]=[CH:26][C:27]([C:30]2[CH:31]=[CH:32][CH:33]=[CH:34][CH:35]=2)=[CH:28][CH2:29]1. (5) Given the reactants C(OC(=O)[NH:5][C:6]([NH:8][C:9]1[CH:14]=[CH:13][C:12]([O:15][C:16]2[CH:21]=[CH:20][C:19]([Cl:22])=[C:18]([NH:23][C:24]([O:26][C:27]([CH3:30])([CH3:29])[CH3:28])=[O:25])[CH:17]=2)=[CH:11][N:10]=1)=S)C.[Cl-].O[NH3+].C([N:38](CC)C(C)C)(C)C.C(O)C, predict the reaction product. The product is: [NH2:38][C:6]1[N:8]=[C:9]2[CH:14]=[CH:13][C:12]([O:15][C:16]3[CH:21]=[CH:20][C:19]([Cl:22])=[C:18]([NH:23][C:24](=[O:25])[O:26][C:27]([CH3:29])([CH3:28])[CH3:30])[CH:17]=3)=[CH:11][N:10]2[N:5]=1. (6) Given the reactants CS(O[CH2:6][CH2:7][CH2:8][C:9]1[CH:10]=[C:11]([CH:19]=[CH:20][CH:21]=1)[O:12][CH2:13][C:14]([O:16][CH2:17][CH3:18])=[O:15])(=O)=O.[I-:22].[Na+].CCOC(C)=O, predict the reaction product. The product is: [I:22][CH2:6][CH2:7][CH2:8][C:9]1[CH:10]=[C:11]([CH:19]=[CH:20][CH:21]=1)[O:12][CH2:13][C:14]([O:16][CH2:17][CH3:18])=[O:15]. (7) Given the reactants S(Cl)(Cl)=O.[O:5]=[C:6]1[NH:11][C@H:10]([C:12]([OH:14])=[O:13])[CH2:9][CH2:8][CH2:7]1.[CH2:15](O)[CH3:16], predict the reaction product. The product is: [CH2:15]([O:13][C:12]([C@@H:10]1[CH2:9][CH2:8][CH2:7][C:6](=[O:5])[NH:11]1)=[O:14])[CH3:16].